This data is from Catalyst prediction with 721,799 reactions and 888 catalyst types from USPTO. The task is: Predict which catalyst facilitates the given reaction. (1) Reactant: [NH2:1][C:2]1[C:11]2[C:6](=[CH:7][C:8]([O:14][CH3:15])=[C:9]([O:12][CH3:13])[CH:10]=2)[N:5]=[C:4](Cl)[N:3]=1.Br.[O:18]1[CH2:22][CH2:21][CH2:20][CH:19]1[C:23]([N:25]1[CH2:30][CH2:29][NH:28][CH2:27][CH2:26]1)=[O:24].C(N(CC)CC)C.C(O)CCC. Product: [NH2:1][C:2]1[C:11]2[C:6](=[CH:7][C:8]([O:14][CH3:15])=[C:9]([O:12][CH3:13])[CH:10]=2)[N:5]=[C:4]([N:28]2[CH2:29][CH2:30][N:25]([C:23]([CH:19]3[CH2:20][CH2:21][CH2:22][O:18]3)=[O:24])[CH2:26][CH2:27]2)[N:3]=1. The catalyst class is: 6. (2) Reactant: C([O:3][C:4](=[O:41])[C:5]([CH3:40])([O:33][C:34]1[CH:39]=[CH:38][CH:37]=[CH:36][CH:35]=1)[CH2:6][C:7]1[CH:12]=[CH:11][C:10]([O:13][CH2:14][CH2:15][C:16]2[N:17]=[C:18]([C:22]3[CH:27]=[CH:26][CH:25]=[C:24]([C:28]4[CH:32]=[CH:31][S:30][CH:29]=4)[CH:23]=3)[O:19][C:20]=2[CH3:21])=[CH:9][CH:8]=1)C.[OH-].[Na+]. Product: [CH3:40][C:5]([O:33][C:34]1[CH:39]=[CH:38][CH:37]=[CH:36][CH:35]=1)([CH2:6][C:7]1[CH:8]=[CH:9][C:10]([O:13][CH2:14][CH2:15][C:16]2[N:17]=[C:18]([C:22]3[CH:27]=[CH:26][CH:25]=[C:24]([C:28]4[CH:32]=[CH:31][S:30][CH:29]=4)[CH:23]=3)[O:19][C:20]=2[CH3:21])=[CH:11][CH:12]=1)[C:4]([OH:41])=[O:3]. The catalyst class is: 5.